This data is from Full USPTO retrosynthesis dataset with 1.9M reactions from patents (1976-2016). The task is: Predict the reactants needed to synthesize the given product. (1) Given the product [Si:1]([O:8][C@@H:9]1[C@@H:16]2[N:12]([N:13]=[C:14]([C:27]3[CH:34]=[CH:33][C:30]([C:31]#[N:32])=[C:29]([Cl:35])[C:28]=3[CH3:36])[C@H:15]2[O:17][CH2:18][CH2:19][OH:20])[CH2:11][CH2:10]1)([C:4]([CH3:7])([CH3:6])[CH3:5])([CH3:3])[CH3:2], predict the reactants needed to synthesize it. The reactants are: [Si:1]([O:8][C@@H:9]1[C@@H:16]2[N:12]([N:13]=[C:14]([C:27]3[CH:34]=[CH:33][C:30]([C:31]#[N:32])=[C:29]([Cl:35])[C:28]=3[CH3:36])[C@H:15]2[O:17][CH2:18][CH2:19][O:20]C2CCCCO2)[CH2:11][CH2:10]1)([C:4]([CH3:7])([CH3:6])[CH3:5])([CH3:3])[CH3:2].C1(C)C=CC(S(O)(=O)=O)=CC=1. (2) Given the product [CH:1]1([C:4]2[C:13]3[C:8](=[CH:9][CH:10]=[CH:11][CH:12]=3)[CH:7]=[N:6][C:5]=2[N:14]([CH2:29][C:30]2[CH:31]=[CH:32][C:33]([O:36][C:37]([F:40])([F:38])[F:39])=[CH:34][CH:35]=2)[S:15]([C:18]2[CH:19]=[C:20]3[C:21]([C:22](=[O:24])[NH:42][NH:43]3)=[CH:26][CH:27]=2)(=[O:16])=[O:17])[CH2:3][CH2:2]1, predict the reactants needed to synthesize it. The reactants are: [CH:1]1([C:4]2[C:13]3[C:8](=[CH:9][CH:10]=[CH:11][CH:12]=3)[CH:7]=[N:6][C:5]=2[N:14]([CH2:29][C:30]2[CH:35]=[CH:34][C:33]([O:36][C:37]([F:40])([F:39])[F:38])=[CH:32][CH:31]=2)[S:15]([C:18]2[CH:27]=[CH:26][C:21]([C:22]([O:24]C)=O)=[C:20](F)[CH:19]=2)(=[O:17])=[O:16])[CH2:3][CH2:2]1.O.[NH2:42][NH2:43].C(OCC)(=O)C. (3) Given the product [CH2:2]([O:19][C:12]1[C:11]([I:10])=[CH:16][C:15]([O:17][CH3:18])=[N:14][CH:13]=1)[CH3:3], predict the reactants needed to synthesize it. The reactants are: I[CH2:2][CH3:3].C(=O)([O-])[O-].[K+].[K+].[I:10][C:11]1[CH:16]=[C:15]([O:17][CH3:18])[N:14]=[CH:13][C:12]=1[OH:19]. (4) The reactants are: C(N1C=CN=C1)([N:3]1C=CN=C1)=O.[CH2:13]([O:20][C:21]([N:23]1[CH2:26][C:25]([CH2:47][C:48](O)=[O:49])([NH:27][C:28]([C:30]2[CH:35]=[CH:34][C:33]([N:36]3[CH2:39][C:38]([F:41])([F:40])[CH2:37]3)=[C:32]([O:42][CH2:43][CH:44]3[CH2:46][CH2:45]3)[N:31]=2)=[O:29])[CH2:24]1)=[O:22])[C:14]1[CH:19]=[CH:18][CH:17]=[CH:16][CH:15]=1. Given the product [NH2:3][C:48](=[O:49])[CH2:47][C:25]1([NH:27][C:28]([C:30]2[CH:35]=[CH:34][C:33]([N:36]3[CH2:37][C:38]([F:40])([F:41])[CH2:39]3)=[C:32]([O:42][CH2:43][CH:44]3[CH2:45][CH2:46]3)[N:31]=2)=[O:29])[CH2:24][N:23]([C:21]([O:20][CH2:13][C:14]2[CH:15]=[CH:16][CH:17]=[CH:18][CH:19]=2)=[O:22])[CH2:26]1, predict the reactants needed to synthesize it. (5) Given the product [C:25]([O:18][C:16]1[C:11]2[N:10]=[C:9]([CH3:24])[N:8]([CH2:1][C:2]3[CH:3]=[CH:4][CH:5]=[CH:6][CH:7]=3)[C:12]=2[CH:13]=[C:14]([C:19]([O:21][CH2:22][CH3:23])=[O:20])[CH:15]=1)(=[O:27])[CH3:26], predict the reactants needed to synthesize it. The reactants are: [CH2:1]([N:8]1[C:12](/[CH:13]=[C:14](/[C:19]([O:21][CH2:22][CH3:23])=[O:20])\[CH2:15][C:16]([OH:18])=O)=[CH:11][N:10]=[C:9]1[CH3:24])[C:2]1[CH:7]=[CH:6][CH:5]=[CH:4][CH:3]=1.[C:25](OC(=O)C)(=[O:27])[CH3:26]. (6) Given the product [OH:7][C@@H:6]1[C@@H:8]([CH:9]=[CH2:10])[O:12][C:2]([CH3:11])([CH3:1])[CH2:3][C:4]1=[O:5], predict the reactants needed to synthesize it. The reactants are: [CH3:1][C:2]([OH:12])([CH3:11])[CH2:3][C@@H:4]([C@H:6]1[C@H:8]([CH:9]=[CH2:10])[O:7]1)[OH:5].C(Cl)Cl.C[N+]1([O-])CCOCC1.CC1(C)C2(CS(O)(=O)=O)C(CC1CC2)=O. (7) The reactants are: C[O-].[Na+:3].[N+:4]([C:7]1[CH:12]=[CH:11][C:10]([OH:13])=[CH:9][CH:8]=1)([O-:6])=[O:5]. Given the product [N+:4]([C:7]1[CH:12]=[CH:11][C:10]([O-:13])=[CH:9][CH:8]=1)([O-:6])=[O:5].[Na+:3], predict the reactants needed to synthesize it. (8) Given the product [CH2:1]([O:3][P:4]([CH2:9][CH2:10][N:11]([S:38]([CH3:37])(=[O:40])=[O:39])[CH2:12][C:13]([CH3:36])=[CH:14][CH2:15][C:16]1[C:17]([O:29][CH2:30][CH2:31][Si:32]([CH3:33])([CH3:34])[CH3:35])=[C:18]2[C:22](=[C:23]([CH3:27])[C:24]=1[O:25][CH3:26])[CH2:21][O:20][C:19]2=[O:28])(=[O:8])[O:5][CH2:6][CH3:7])[CH3:2], predict the reactants needed to synthesize it. The reactants are: [CH2:1]([O:3][P:4]([CH2:9][CH2:10][NH:11][CH2:12][C:13]([CH3:36])=[CH:14][CH2:15][C:16]1[C:17]([O:29][CH2:30][CH2:31][Si:32]([CH3:35])([CH3:34])[CH3:33])=[C:18]2[C:22](=[C:23]([CH3:27])[C:24]=1[O:25][CH3:26])[CH2:21][O:20][C:19]2=[O:28])(=[O:8])[O:5][CH2:6][CH3:7])[CH3:2].[CH3:37][S:38](Cl)(=[O:40])=[O:39].N1C=CC=CC=1. (9) Given the product [CH3:24][O:23][C:21]1[CH:20]=[CH:19][C:15]2[N:16]=[C:17]([CH3:18])[C:12]3[N:13]([C:9]([C:4]4[CH:5]=[CH:6][CH:7]=[CH:2][C:3]=4[C:27]([F:38])([F:37])[F:26])=[N:10][C:11]=3[CH3:25])[C:14]=2[N:22]=1, predict the reactants needed to synthesize it. The reactants are: Cl[C:2]1[CH:3]=[C:4]([C:9]2[N:13]3[C:14]4[N:22]=[C:21]([O:23][CH3:24])[CH:20]=[CH:19][C:15]=4[N:16]=[C:17]([CH3:18])[C:12]3=[C:11]([CH3:25])[N:10]=2)[CH:5]=[C:6](Cl)[CH:7]=1.[F:26][C:27]([F:38])([F:37])C1C=CC=CC=1B(O)O.C([O-])([O-])=O.[K+].[K+]. (10) Given the product [C:1]([O:4][C:5]([C:6]1[O:11][C:10]([C:12]2[S:13][CH:14]=[C:15]([CH2:17][CH:18]3[CH2:23][CH2:22][CH2:21][CH2:20][CH2:19]3)[N:16]=2)=[N:9][N:8]=1)([CH3:25])[CH3:24])(=[O:3])[CH3:2], predict the reactants needed to synthesize it. The reactants are: [C:1]([O:4][C:5]([CH3:25])([CH3:24])[C:6]([NH:8][NH:9][C:10]([C:12]1[S:13][CH:14]=[C:15]([CH2:17][CH:18]2[CH2:23][CH2:22][CH2:21][CH2:20][CH2:19]2)[N:16]=1)=[O:11])=O)(=[O:3])[CH3:2].S(Cl)(C1C=CC(C)=CC=1)(=O)=O.